This data is from Full USPTO retrosynthesis dataset with 1.9M reactions from patents (1976-2016). The task is: Predict the reactants needed to synthesize the given product. (1) Given the product [CH2:21]([O:18][C:17](=[O:19])[C@@H:16]([OH:20])[CH2:15][C:12]1[CH:13]=[CH:14][C:9]([O:8][CH2:1][C:2]2[CH:7]=[CH:6][CH:5]=[CH:4][CH:3]=2)=[CH:10][CH:11]=1)[CH3:22], predict the reactants needed to synthesize it. The reactants are: [CH2:1]([O:8][C:9]1[CH:14]=[CH:13][C:12]([CH2:15][C@H:16]([OH:20])[C:17]([OH:19])=[O:18])=[CH:11][CH:10]=1)[C:2]1[CH:7]=[CH:6][CH:5]=[CH:4][CH:3]=1.[CH2:21](OC(=O)[C@@H](OC)CC1C=CC(O)=CC=1)[CH3:22]. (2) Given the product [C:36]([O:28][CH:23]([C:5]1[C:6]2[N:7]3[CH2:14][CH2:13][CH2:12][N:11]([C:15]4[CH:20]=[CH:19][C:18]([Cl:21])=[CH:17][C:16]=4[Cl:22])[C:8]3=[N:9][C:10]=2[C:2]([Cl:1])=[CH:3][CH:4]=1)[C:24]([F:25])([F:26])[F:27])(=[O:38])[CH3:37], predict the reactants needed to synthesize it. The reactants are: [Cl:1][C:2]1[C:10]2[N:9]=[C:8]3[N:11]([C:15]4[CH:20]=[CH:19][C:18]([Cl:21])=[CH:17][C:16]=4[Cl:22])[CH2:12][CH2:13][CH2:14][N:7]3[C:6]=2[C:5]([CH:23]([OH:28])[C:24]([F:27])([F:26])[F:25])=[CH:4][CH:3]=1.C(N(CC)CC)C.[C:36](Cl)(=[O:38])[CH3:37]. (3) Given the product [CH3:18][C:10]1[N:9]=[C:8]([S:22][CH2:19][CH2:20][CH3:21])[C:13]([C:14]([O:16][CH3:17])=[O:15])=[CH:12][N:11]=1, predict the reactants needed to synthesize it. The reactants are: C(=O)([O-])[O-].[Na+].[Na+].Cl[C:8]1[C:13]([C:14]([O:16][CH3:17])=[O:15])=[CH:12][N:11]=[C:10]([CH3:18])[N:9]=1.[CH2:19]([SH:22])[CH2:20][CH3:21]. (4) Given the product [F:23][C:22]([F:24])([F:25])[C:17]1[CH:18]=[CH:19][CH:20]=[CH:21][C:16]=1[C:14]([C:11]1[CH:12]=[CH:13][C:8]([CH:3]=[O:2])=[CH:9][CH:10]=1)=[O:15], predict the reactants needed to synthesize it. The reactants are: Cl.[O:2]1CCCO[CH:3]1[C:8]1[CH:13]=[CH:12][C:11]([C:14]([C:16]2[CH:21]=[CH:20][CH:19]=[CH:18][C:17]=2[C:22]([F:25])([F:24])[F:23])=[O:15])=[CH:10][CH:9]=1. (5) Given the product [CH2:1]([O:5][C:6]1[CH:11]=[CH:10][CH:9]=[CH:8][C:7]=1[CH2:12][C:13]([NH:23][NH:22][C:24]([O:26][C:27]([CH3:30])([CH3:29])[CH3:28])=[O:25])=[O:15])[CH2:2][CH:3]=[CH2:4], predict the reactants needed to synthesize it. The reactants are: [CH2:1]([O:5][C:6]1[CH:11]=[CH:10][CH:9]=[CH:8][C:7]=1[CH2:12][C:13]([OH:15])=O)[CH2:2][CH:3]=[CH2:4].C(Cl)(=O)C(Cl)=O.[NH:22]([C:24]([O:26][C:27]([CH3:30])([CH3:29])[CH3:28])=[O:25])[NH2:23].CCN(C(C)C)C(C)C. (6) The reactants are: [ClH:1].O1CCOCC1.[CH2:8]([N:15]([CH2:32][C:33]1[CH:38]=[CH:37][CH:36]=[CH:35][CH:34]=1)[C:16]([CH:18]1[CH2:23][CH2:22][CH2:21][CH:20]([NH:24]C(OC(C)(C)C)=O)[CH2:19]1)=[O:17])[C:9]1[CH:14]=[CH:13][CH:12]=[CH:11][CH:10]=1. Given the product [ClH:1].[NH2:24][CH:20]1[CH2:21][CH2:22][CH2:23][CH:18]([C:16]([N:15]([CH2:32][C:33]2[CH:38]=[CH:37][CH:36]=[CH:35][CH:34]=2)[CH2:8][C:9]2[CH:10]=[CH:11][CH:12]=[CH:13][CH:14]=2)=[O:17])[CH2:19]1, predict the reactants needed to synthesize it.